Dataset: Catalyst prediction with 721,799 reactions and 888 catalyst types from USPTO. Task: Predict which catalyst facilitates the given reaction. (1) Reactant: [CH3:1][C:2]1[CH:11]=[CH:10][C:9]2[C:4](=[CH:5][CH:6]=[C:7]([CH3:15])[C:8]=2[N+:12]([O-])=O)[N:3]=1.[NH4+].[Cl-]. Product: [CH3:1][C:2]1[CH:11]=[CH:10][C:9]2[C:4](=[CH:5][CH:6]=[C:7]([CH3:15])[C:8]=2[NH2:12])[N:3]=1. The catalyst class is: 190. (2) Reactant: O.[OH-].[Li+].C[O:5][C:6]([C:8]1[C:16]2[C:11](=[CH:12][CH:13]=[C:14]([CH3:17])[CH:15]=2)[N:10]([C:18]2[C:27]3[C:22](=[CH:23][CH:24]=[CH:25][CH:26]=3)[N:21]=[CH:20][CH:19]=2)[CH:9]=1)=[O:7]. Product: [C:6]([C:8]1[C:16]2[C:11](=[CH:12][CH:13]=[C:14]([CH3:17])[CH:15]=2)[N:10]([C:18]2[C:27]3[C:22](=[CH:23][CH:24]=[CH:25][CH:26]=3)[N:21]=[CH:20][CH:19]=2)[CH:9]=1)([OH:7])=[O:5]. The catalyst class is: 30. (3) The catalyst class is: 10. Reactant: [C:1]([O:5][C:6]([N:8]1[CH2:13][CH2:12][CH:11]([C:14]2[S:15][CH:16]=[C:17]([C:19](O)=[O:20])[CH:18]=2)[CH2:10][CH2:9]1)=[O:7])([CH3:4])([CH3:3])[CH3:2].C(N(CC)CC)C.[NH:29]1[C@H:38]2[C@@H:33]([CH2:34][CH2:35][CH2:36][CH2:37]2)[CH2:32][CH2:31][CH2:30]1.CN(C(ON1N=NC2C=CC=NC1=2)=[N+](C)C)C.F[P-](F)(F)(F)(F)F. Product: [C:1]([O:5][C:6]([N:8]1[CH2:9][CH2:10][CH:11]([C:14]2[S:15][CH:16]=[C:17]([C:19]([N:29]3[C@H:38]4[C@@H:33]([CH2:34][CH2:35][CH2:36][CH2:37]4)[CH2:32][CH2:31][CH2:30]3)=[O:20])[CH:18]=2)[CH2:12][CH2:13]1)=[O:7])([CH3:4])([CH3:2])[CH3:3]. (4) Reactant: C[O:2][C:3](=[O:22])[CH2:4][CH2:5][N:6]1[C:11]2[CH:12]=[C:13]([CH3:17])[CH:14]=[C:15]([CH3:16])[C:10]=2[O:9][C@H:8]([CH:18]([CH3:20])[CH3:19])[C:7]1=[O:21].[OH-].[Na+]. Product: [CH:18]([C@@H:8]1[C:7](=[O:21])[N:6]([CH2:5][CH2:4][C:3]([OH:22])=[O:2])[C:11]2[CH:12]=[C:13]([CH3:17])[CH:14]=[C:15]([CH3:16])[C:10]=2[O:9]1)([CH3:20])[CH3:19]. The catalyst class is: 5. (5) Reactant: [N:1]([CH:4]([C:8]1[N:9]([CH2:19][C:20]2[CH:25]=[CH:24][CH:23]=[C:22]([F:26])[CH:21]=2)[C:10](=[O:18])[C:11]2[C:16]([CH3:17])=[N:15][O:14][C:12]=2[N:13]=1)[CH:5]([CH3:7])[CH3:6])=[N+]=[N-].C1(P(C2C=CC=CC=2)C2C=CC=CC=2)C=CC=CC=1.O. Product: [NH2:1][CH:4]([C:8]1[N:9]([CH2:19][C:20]2[CH:25]=[CH:24][CH:23]=[C:22]([F:26])[CH:21]=2)[C:10](=[O:18])[C:11]2[C:16]([CH3:17])=[N:15][O:14][C:12]=2[N:13]=1)[CH:5]([CH3:7])[CH3:6]. The catalyst class is: 11. (6) Reactant: [F:1][C:2]([F:10])([C:6]([F:9])([F:8])[F:7])[C:3]([NH2:5])=O.COC1C=CC(P2(SP(C3C=CC(OC)=CC=3)(=S)S2)=[S:20])=CC=1.C1COCC1.Br[CH2:39][C:40](=O)[C:41]([O:43][CH2:44][CH3:45])=[O:42]. Product: [F:1][C:2]([F:10])([C:3]1[S:20][CH:39]=[C:40]([C:41]([O:43][CH2:44][CH3:45])=[O:42])[N:5]=1)[C:6]([F:9])([F:8])[F:7]. The catalyst class is: 6. (7) Reactant: [CH2:1]([O:8][C:9]1[CH:10]=[CH:11][C:12]([CH2:15][OH:16])=[N:13][CH:14]=1)[C:2]1[CH:7]=[CH:6][CH:5]=[CH:4][CH:3]=1.N1C=CC=CC=1. Product: [CH2:1]([O:8][C:9]1[CH:10]=[CH:11][C:12]([CH:15]=[O:16])=[N:13][CH:14]=1)[C:2]1[CH:3]=[CH:4][CH:5]=[CH:6][CH:7]=1. The catalyst class is: 268. (8) Reactant: Cl.[CH3:2][CH:3]1[C:15]2(OCC[O:16]2)[CH2:14][CH2:13][C:12]2([C:20]3[CH:25]=[CH:24][CH:23]=[CH:22][CH:21]=3)[CH:4]1[CH2:5][CH2:6][C:7]1[C:11]2=[N:10][NH:9][C:8]=1[C:26]1[CH:31]=[CH:30][CH:29]=[CH:28][CH:27]=1. Product: [CH3:2][CH:3]1[CH:4]2[CH2:5][CH2:6][C:7]3[C:11]([C:12]2([C:20]2[CH:21]=[CH:22][CH:23]=[CH:24][CH:25]=2)[CH2:13][CH2:14][C:15]1=[O:16])=[N:10][NH:9][C:8]=3[C:26]1[CH:27]=[CH:28][CH:29]=[CH:30][CH:31]=1. The catalyst class is: 5. (9) Reactant: [C:1]1([C:7]2[N:11]=[C:10]([C@@H:12]3[CH2:16][CH2:15][C@H:14]([NH2:17])[CH2:13]3)[O:9][N:8]=2)[CH:6]=[CH:5][CH:4]=[CH:3][CH:2]=1.CCN(C(C)C)C(C)C.Cl[C:28]1[N:33]=[CH:32][N:31]=[C:30]2[N:34](C3CCCCO3)[N:35]=[CH:36][C:29]=12. Product: [C:1]1([C:7]2[N:11]=[C:10]([C@@H:12]3[CH2:16][CH2:15][C@H:14]([NH:17][C:28]4[N:33]=[CH:32][N:31]=[C:30]5[NH:34][N:35]=[CH:36][C:29]=45)[CH2:13]3)[O:9][N:8]=2)[CH:2]=[CH:3][CH:4]=[CH:5][CH:6]=1. The catalyst class is: 32.